From a dataset of Forward reaction prediction with 1.9M reactions from USPTO patents (1976-2016). Predict the product of the given reaction. Given the reactants [CH:1]([C:9]1[NH:10][C:11]2[C:16]([CH:17]=1)=[CH:15][CH:14]=[CH:13][CH:12]=2)=[CH:2][CH2:3][CH2:4][CH2:5][CH2:6][CH2:7][CH3:8].[H][H], predict the reaction product. The product is: [CH2:1]([C:9]1[NH:10][C:11]2[C:16]([CH:17]=1)=[CH:15][CH:14]=[CH:13][CH:12]=2)[CH2:2][CH2:3][CH2:4][CH2:5][CH2:6][CH2:7][CH3:8].